This data is from Full USPTO retrosynthesis dataset with 1.9M reactions from patents (1976-2016). The task is: Predict the reactants needed to synthesize the given product. (1) Given the product [CH2:25]([O:24][C:23]([NH:22][C@H:21]1[CH2:20][CH2:19][N:18]([C:2]2[CH:3]=[CH:4][C:5]([O:12][CH3:13])=[C:6]([CH:11]=2)[C:7]([O:9][CH3:10])=[O:8])[CH2:17][C@H:16]1[O:15][CH3:14])=[O:32])[C:26]1[CH:27]=[CH:28][CH:29]=[CH:30][CH:31]=1, predict the reactants needed to synthesize it. The reactants are: I[C:2]1[CH:3]=[CH:4][C:5]([O:12][CH3:13])=[C:6]([CH:11]=1)[C:7]([O:9][CH3:10])=[O:8].[CH3:14][O:15][C@H:16]1[C@@H:21]([NH:22][C:23](=[O:32])[O:24][CH2:25][C:26]2[CH:31]=[CH:30][CH:29]=[CH:28][CH:27]=2)[CH2:20][CH2:19][NH:18][CH2:17]1.C(=O)([O-])[O-].[Cs+].[Cs+].O1CCOCC1. (2) The reactants are: FC(F)(F)C(O)=O.[CH2:8]([NH:12][C:13]1[N:21]=[C:20]2[C:16]([N:17]=[C:18]([O:22][CH3:23])[NH:19]2)=[C:15]([NH2:24])[N:14]=1)[CH2:9][CH2:10][CH3:11].C(=O)([O-])[O-].[K+].[K+].Br[CH2:32][CH2:33][CH2:34][CH2:35][Cl:36]. Given the product [CH2:8]([NH:12][C:13]1[N:21]=[C:20]2[C:16]([N:17]=[C:18]([O:22][CH3:23])[N:19]2[CH2:32][CH2:33][CH2:34][CH2:35][Cl:36])=[C:15]([NH2:24])[N:14]=1)[CH2:9][CH2:10][CH3:11], predict the reactants needed to synthesize it. (3) Given the product [OH:1][C:2]1[C:11]2[C:6](=[CH:7][CH:8]=[C:9]([O:12][CH3:18])[N:10]=2)[N:5]=[CH:4][C:3]=1[C:13](=[O:17])[CH:14]([CH3:15])[CH3:16], predict the reactants needed to synthesize it. The reactants are: [OH:1][C:2]1[C:11]2[C:6](=[CH:7][CH:8]=[C:9]([OH:12])[N:10]=2)[N:5]=[CH:4][C:3]=1[C:13](=[O:17])[CH:14]([CH3:16])[CH3:15].[CH3:18][Si](Cl)(C)C.[I-].[Na+].S([O-])([O-])(=O)=S.[Na+].[Na+]. (4) Given the product [C:41]1([C:36]2[CH:37]=[CH:38][C:39]3[N:40]=[C:14]([CH:11]4[CH2:12][CH2:13][CH:9]([NH2:8])[CH2:10]4)[S:33][C:34]=3[CH:35]=2)[CH:42]=[CH:43][CH:44]=[CH:45][CH:46]=1, predict the reactants needed to synthesize it. The reactants are: C(OC([NH:8][C@@H:9]1[CH2:13][CH2:12][C@@H:11]([C:14](O)=O)[CH2:10]1)=O)(C)(C)C.CCN(C(C)C)C(C)C.COC1C=CC(C[S:33][C:34]2[CH:35]=[C:36]([C:41]3[CH:46]=[CH:45][CH:44]=[CH:43][CH:42]=3)[CH:37]=[CH:38][C:39]=2[NH2:40])=CC=1.CN(C(ON1N=NC2C=CC=NC1=2)=[N+](C)C)C.F[P-](F)(F)(F)(F)F. (5) Given the product [CH2:18]([O:20][CH:2]([C:5]1[CH:10]=[CH:9][CH:8]=[C:7]([N+:11]([O-:13])=[O:12])[CH:6]=1)[CH3:3])[CH3:19], predict the reactants needed to synthesize it. The reactants are: Cl[CH:2]([C:5]1[CH:10]=[CH:9][CH:8]=[C:7]([N+:11]([O-:13])=[O:12])[CH:6]=1)[CH2:3]C.C[O-].[Na+].[Na].[CH2:18]([OH:20])[CH3:19].